From a dataset of NCI-60 drug combinations with 297,098 pairs across 59 cell lines. Regression. Given two drug SMILES strings and cell line genomic features, predict the synergy score measuring deviation from expected non-interaction effect. (1) Drug 2: C1=CC=C(C=C1)NC(=O)CCCCCCC(=O)NO. Drug 1: C1CC(C1)(C(=O)O)C(=O)O.[NH2-].[NH2-].[Pt+2]. Synergy scores: CSS=5.30, Synergy_ZIP=-3.61, Synergy_Bliss=-2.53, Synergy_Loewe=-16.8, Synergy_HSA=-3.03. Cell line: A498. (2) Drug 1: CNC(=O)C1=CC=CC=C1SC2=CC3=C(C=C2)C(=NN3)C=CC4=CC=CC=N4. Drug 2: CC1OCC2C(O1)C(C(C(O2)OC3C4COC(=O)C4C(C5=CC6=C(C=C35)OCO6)C7=CC(=C(C(=C7)OC)O)OC)O)O. Cell line: SNB-19. Synergy scores: CSS=59.9, Synergy_ZIP=15.0, Synergy_Bliss=14.8, Synergy_Loewe=11.6, Synergy_HSA=15.8. (3) Drug 1: COC1=C(C=C2C(=C1)N=CN=C2NC3=CC(=C(C=C3)F)Cl)OCCCN4CCOCC4. Drug 2: C1=CN(C=N1)CC(O)(P(=O)(O)O)P(=O)(O)O. Cell line: MALME-3M. Synergy scores: CSS=17.0, Synergy_ZIP=-9.65, Synergy_Bliss=-16.3, Synergy_Loewe=-22.7, Synergy_HSA=-15.7. (4) Drug 1: C1=NC2=C(N=C(N=C2N1C3C(C(C(O3)CO)O)F)Cl)N. Drug 2: CS(=O)(=O)OCCCCOS(=O)(=O)C. Cell line: T-47D. Synergy scores: CSS=-5.59, Synergy_ZIP=2.95, Synergy_Bliss=2.02, Synergy_Loewe=-5.78, Synergy_HSA=-5.33. (5) Drug 1: CC12CCC(CC1=CCC3C2CCC4(C3CC=C4C5=CN=CC=C5)C)O. Drug 2: CN(CC1=CN=C2C(=N1)C(=NC(=N2)N)N)C3=CC=C(C=C3)C(=O)NC(CCC(=O)O)C(=O)O. Cell line: RXF 393. Synergy scores: CSS=7.62, Synergy_ZIP=-4.96, Synergy_Bliss=-6.09, Synergy_Loewe=-3.56, Synergy_HSA=-3.75. (6) Drug 1: CC12CCC(CC1=CCC3C2CCC4(C3CC=C4C5=CN=CC=C5)C)O. Drug 2: CS(=O)(=O)CCNCC1=CC=C(O1)C2=CC3=C(C=C2)N=CN=C3NC4=CC(=C(C=C4)OCC5=CC(=CC=C5)F)Cl. Cell line: U251. Synergy scores: CSS=9.69, Synergy_ZIP=-0.787, Synergy_Bliss=1.39, Synergy_Loewe=1.64, Synergy_HSA=1.49. (7) Drug 1: CCC1=CC2CC(C3=C(CN(C2)C1)C4=CC=CC=C4N3)(C5=C(C=C6C(=C5)C78CCN9C7C(C=CC9)(C(C(C8N6C)(C(=O)OC)O)OC(=O)C)CC)OC)C(=O)OC.C(C(C(=O)O)O)(C(=O)O)O. Drug 2: C1=NC2=C(N=C(N=C2N1C3C(C(C(O3)CO)O)O)F)N. Cell line: SK-MEL-28. Synergy scores: CSS=38.7, Synergy_ZIP=-4.09, Synergy_Bliss=2.17, Synergy_Loewe=-10.4, Synergy_HSA=3.70. (8) Drug 1: C1=NC2=C(N=C(N=C2N1C3C(C(C(O3)CO)O)F)Cl)N. Drug 2: CC1=C(C(=O)C2=C(C1=O)N3CC4C(C3(C2COC(=O)N)OC)N4)N. Cell line: HOP-62. Synergy scores: CSS=40.1, Synergy_ZIP=0.192, Synergy_Bliss=-1.19, Synergy_Loewe=-13.8, Synergy_HSA=-4.72. (9) Drug 1: C1C(C(OC1N2C=NC3=C(N=C(N=C32)Cl)N)CO)O. Drug 2: CC1CCC2CC(C(=CC=CC=CC(CC(C(=O)C(C(C(=CC(C(=O)CC(OC(=O)C3CCCCN3C(=O)C(=O)C1(O2)O)C(C)CC4CCC(C(C4)OC)O)C)C)O)OC)C)C)C)OC. Cell line: KM12. Synergy scores: CSS=8.90, Synergy_ZIP=-6.13, Synergy_Bliss=-3.52, Synergy_Loewe=-7.19, Synergy_HSA=-3.55. (10) Drug 1: C1=NC2=C(N1)C(=S)N=CN2. Drug 2: C1C(C(OC1N2C=NC(=NC2=O)N)CO)O. Cell line: SR. Synergy scores: CSS=46.4, Synergy_ZIP=-0.550, Synergy_Bliss=-0.0812, Synergy_Loewe=-1.87, Synergy_HSA=0.858.